Dataset: Full USPTO retrosynthesis dataset with 1.9M reactions from patents (1976-2016). Task: Predict the reactants needed to synthesize the given product. (1) The reactants are: Br[C:2]1[N:3]=[C:4]2[C:10]([C:11]([C:13]3([CH3:19])[CH2:18][CH2:17][CH2:16][CH2:15][CH2:14]3)=[O:12])=[CH:9][NH:8][C:5]2=[N:6][CH:7]=1.[OH:20][CH2:21][CH2:22][CH2:23][C:24]1[CH:25]=[C:26](B(O)O)[CH:27]=[CH:28][CH:29]=1. Given the product [OH:20][CH2:21][CH2:22][CH2:23][C:24]1[CH:29]=[C:28]([C:2]2[N:3]=[C:4]3[C:10]([C:11]([C:13]4([CH3:19])[CH2:18][CH2:17][CH2:16][CH2:15][CH2:14]4)=[O:12])=[CH:9][NH:8][C:5]3=[N:6][CH:7]=2)[CH:27]=[CH:26][CH:25]=1, predict the reactants needed to synthesize it. (2) Given the product [C:56]([O:57][C:41](=[O:42])[NH:22][C:21]1[CH:23]=[CH:24][C:18]([C:9]2[N:10]=[C:11]([N:12]3[CH2:17][CH2:16][O:15][CH2:14][CH2:13]3)[C:6]3[N:5]=[N:4][N:3]([CH2:1][CH3:2])[C:7]=3[N:8]=2)=[CH:19][C:20]=1[O:25][CH3:26])([CH3:55])([CH3:58])[CH3:59], predict the reactants needed to synthesize it. The reactants are: [CH2:1]([N:3]1[C:7]2[N:8]=[C:9]([C:18]3[CH:24]=[CH:23][C:21]([NH2:22])=[C:20]([O:25][CH3:26])[CH:19]=3)[N:10]=[C:11]([N:12]3[CH2:17][CH2:16][O:15][CH2:14][CH2:13]3)[C:6]=2[N:5]=[N:4]1)[CH3:2].ClC1N=C(N2CC[O:42][CH2:41]C2)C2N=NN(CC)C=2N=1.COC1C=C(B2[O:57][C:56]([CH3:59])([CH3:58])[C:55](C)(C)O2)C=CC=1N. (3) Given the product [F:1][C:2]([C:5]1[CH:9]=[C:8]([NH:10][C:11]([NH:13][C:14]2[CH:19]=[CH:18][CH:17]=[C:16]([O:20][C:22]3[C:31]4[C:26](=[CH:27][C:28]([O:40][CH3:41])=[C:29]([O:32][CH2:33][CH2:34][CH2:35][S:36]([CH3:39])(=[O:37])=[O:38])[CH:30]=4)[N:25]=[CH:24][N:23]=3)[CH:15]=2)=[O:12])[O:7][N:6]=1)([CH3:3])[CH3:4], predict the reactants needed to synthesize it. The reactants are: [F:1][C:2]([C:5]1[CH:9]=[C:8]([NH:10][C:11]([NH:13][C:14]2[CH:19]=[CH:18][CH:17]=[C:16]([OH:20])[CH:15]=2)=[O:12])[O:7][N:6]=1)([CH3:4])[CH3:3].Cl[C:22]1[C:31]2[C:26](=[CH:27][C:28]([O:40][CH3:41])=[C:29]([O:32][CH2:33][CH2:34][CH2:35][S:36]([CH3:39])(=[O:38])=[O:37])[CH:30]=2)[N:25]=[CH:24][N:23]=1. (4) Given the product [F:25][C:2]([F:1])([F:24])[C:3]1[CH:8]=[CH:7][C:6]([C:9]2([CH:18]3[CH2:19][CH2:20][N:21]([CH:27]([CH3:41])[CH2:28][CH2:29][NH2:30])[CH2:22][CH2:23]3)[O:13][C:12]3[CH:14]=[CH:15][CH:16]=[CH:17][C:11]=3[O:10]2)=[CH:5][CH:4]=1, predict the reactants needed to synthesize it. The reactants are: [F:1][C:2]([F:25])([F:24])[C:3]1[CH:8]=[CH:7][C:6]([C:9]2([CH:18]3[CH2:23][CH2:22][NH:21][CH2:20][CH2:19]3)[O:13][C:12]3[CH:14]=[CH:15][CH:16]=[CH:17][C:11]=3[O:10]2)=[CH:5][CH:4]=1.O=[C:27]([CH3:41])[CH2:28][CH2:29][N:30]1C(=O)C2C(=CC=CC=2)C1=O.